From a dataset of Forward reaction prediction with 1.9M reactions from USPTO patents (1976-2016). Predict the product of the given reaction. (1) Given the reactants [CH3:1][N:2]1[C:6]([C:7]2[N:8]=[N:9][NH:10][N:11]=2)=[C:5]([C:12]2[CH:40]=[CH:39][C:15]([C:16]([N:18]([C@@H:26]3[CH2:31][CH2:30][CH2:29][N:28](C(OC(C)(C)C)=O)[CH2:27]3)[C:19]3[C:24]([CH3:25])=[CH:23][CH:22]=[CH:21][N:20]=3)=[O:17])=[CH:14][CH:13]=2)[CH:4]=[N:3]1.Cl.O1CCOCC1, predict the reaction product. The product is: [CH3:25][C:24]1[C:19]([N:18]([C@@H:26]2[CH2:31][CH2:30][CH2:29][NH:28][CH2:27]2)[C:16](=[O:17])[C:15]2[CH:39]=[CH:40][C:12]([C:5]3[CH:4]=[N:3][N:2]([CH3:1])[C:6]=3[C:7]3[N:8]=[N:9][NH:10][N:11]=3)=[CH:13][CH:14]=2)=[N:20][CH:21]=[CH:22][CH:23]=1. (2) Given the reactants C(OC([N:8]1[CH2:13][CH2:12][C:11]2[N:14]([CH3:32])[C:15]([C:25]3[CH:30]=[CH:29][N:28]=[C:27]([NH2:31])[N:26]=3)=[C:16]([CH2:17][C:18]3[CH:23]=[CH:22][CH:21]=[C:20]([NH2:24])[CH:19]=3)[C:10]=2[C:9]1=[O:33])=O)(C)(C)C.[ClH:34], predict the reaction product. The product is: [ClH:34].[NH2:24][C:20]1[CH:19]=[C:18]([CH:23]=[CH:22][CH:21]=1)[CH2:17][C:16]1[C:10]2[C:9](=[O:33])[NH:8][CH2:13][CH2:12][C:11]=2[N:14]([CH3:32])[C:15]=1[C:25]1[CH:30]=[CH:29][N:28]=[C:27]([NH2:31])[N:26]=1. (3) Given the reactants OS(O)(=O)=O.[CH3:6][NH:7][S:8]([C:11]1[CH:12]=[C:13]([CH2:17][CH2:18][CH2:19][CH:20]([CH2:24][CH2:25][C:26]2[CH:31]=[CH:30][CH:29]=[CH:28][CH:27]=2)[C:21]([OH:23])=[O:22])[CH:14]=[CH:15][CH:16]=1)(=[O:10])=[O:9].O.[CH3:33]O, predict the reaction product. The product is: [CH3:6][NH:7][S:8]([C:11]1[CH:12]=[C:13]([CH2:17][CH2:18][CH2:19][CH:20]([CH2:24][CH2:25][C:26]2[CH:27]=[CH:28][CH:29]=[CH:30][CH:31]=2)[C:21]([O:23][CH3:33])=[O:22])[CH:14]=[CH:15][CH:16]=1)(=[O:9])=[O:10]. (4) Given the reactants [Br:1][C:2]1[CH:3]=[N:4][NH:5][CH:6]=1.[CH:7]1(Br)[CH2:9][CH2:8]1.C(=O)([O-])[O-].[Cs+].[Cs+], predict the reaction product. The product is: [Br:1][C:2]1[CH:3]=[N:4][N:5]([CH:7]2[CH2:9][CH2:8]2)[CH:6]=1. (5) Given the reactants [NH:1]([C:3](=O)[CH2:4][NH:5][C:6](=[O:12])OC(C)(C)C)[NH2:2].[CH3:14][O:15][C:16]([C:18]1[CH:26]=[CH:25][C:21](C(O)=O)=[CH:20][CH:19]=1)=[O:17].C([N:29]([CH2:32][CH3:33])[CH2:30][CH3:31])C.CN(C(O[N:42]1N=N[C:44]2C=CC=N[C:43]1=2)=[N+](C)C)C.F[P-](F)(F)(F)(F)F, predict the reaction product. The product is: [N:29]1[CH:30]=[CH:31][C:44]([C:43]2[N:42]=[C:3]([CH2:4][NH:5][C:6]([C:21]3[CH:20]=[CH:19][C:18]([C:16]([O:15][CH3:14])=[O:17])=[CH:26][CH:25]=3)=[O:12])[NH:1][N:2]=2)=[CH:33][CH:32]=1.